This data is from Reaction yield outcomes from USPTO patents with 853,638 reactions. The task is: Predict the reaction yield, written as a fraction of the theoretical maximum amount of product (1.0 means a 100% yield; for example, 0.34 means a 34% yield). (1) The reactants are [NH2:1][CH:2](C(OCC)=O)C(OCC)=O.[CH3:13][O-].[Na+].C(OC=[C:20]([C:26]#[N:27])[C:21]([O:23][CH2:24]C)=[O:22])C.[CH3:28][C:29]([OH:31])=[O:30]. The catalyst is CO.CCCCCC.C(OC(=O)C)C. The product is [NH2:27][C:26]1[C:28]([C:29]([O:31][CH3:13])=[O:30])=[CH:2][NH:1][C:20]=1[C:21]([O:23][CH3:24])=[O:22]. The yield is 0.830. (2) The reactants are [I:1][C:2]1[CH:3]=[N:4][NH:5][CH:6]=1.C1COCC1.C(N(CC)CC)C.Cl[Si:20]([CH3:23])([CH3:22])[CH3:21]. The catalyst is CCCCCCC. The product is [CH3:21][Si:20]([CH3:23])([CH3:22])[N:4]1[CH:3]=[C:2]([I:1])[CH:6]=[N:5]1. The yield is 0.960. (3) The reactants are [C:1]([C:4]1[CH:9]=[N:8][N:7]2[CH:10]=[C:11]([C:13]#[CH:14])[CH:12]=[C:6]2[C:5]=1[NH:15][C@H:16]1[C@@H:20]([CH2:21][CH3:22])[CH2:19][N:18]([C:23]([O:25][C:26]([CH3:29])([CH3:28])[CH3:27])=[O:24])[CH2:17]1)(=[O:3])[NH2:2].[N:30]([C:33]1[CH:38]=[CH:37][CH:36]=[CH:35][CH:34]=1)=[N+:31]=[N-:32]. The catalyst is C1(C)C=CC=CC=1.CN(C=O)C. The product is [C:1]([C:4]1[CH:9]=[N:8][N:7]2[CH:10]=[C:11]([C:13]3[N:32]=[N:31][N:30]([C:33]4[CH:38]=[CH:37][CH:36]=[CH:35][CH:34]=4)[CH:14]=3)[CH:12]=[C:6]2[C:5]=1[NH:15][C@H:16]1[C@@H:20]([CH2:21][CH3:22])[CH2:19][N:18]([C:23]([O:25][C:26]([CH3:28])([CH3:27])[CH3:29])=[O:24])[CH2:17]1)(=[O:3])[NH2:2]. The yield is 0.420.